This data is from Full USPTO retrosynthesis dataset with 1.9M reactions from patents (1976-2016). The task is: Predict the reactants needed to synthesize the given product. (1) Given the product [Cl:1][C:2]1[CH:7]=[CH:6][CH:5]=[CH:4][C:3]=1[N:8]1[C:17]2[C:12](=[C:13]([C:20]3[CH:25]=[CH:24][CH:23]=[CH:22][C:21]=3[Cl:26])[CH:14]=[C:15]([OH:18])[CH:16]=2)[CH:11]=[CH:10][C:9]1=[O:27], predict the reactants needed to synthesize it. The reactants are: [Cl:1][C:2]1[CH:7]=[CH:6][CH:5]=[CH:4][C:3]=1[N:8]1[C:17]2[C:12](=[C:13]([C:20]3[CH:25]=[CH:24][CH:23]=[CH:22][C:21]=3[Cl:26])[CH:14]=[C:15]([O:18]C)[CH:16]=2)[CH:11]=[CH:10][C:9]1=[O:27].B(Br)(Br)Br. (2) The reactants are: [H-].[Na+].[Cl:3][C:4]1[C:13]([Cl:14])=[CH:12][CH:11]=[C:10]2[C:5]=1[CH:6]=[CH:7][NH:8][C:9]2=[O:15].Br[CH2:17][CH:18]1[CH2:23][CH2:22][N:21]([C:24]([O:26][C:27]([CH3:30])([CH3:29])[CH3:28])=[O:25])[CH2:20][CH2:19]1. Given the product [Cl:3][C:4]1[C:13]([Cl:14])=[CH:12][CH:11]=[C:10]2[C:5]=1[CH:6]=[CH:7][N:8]([CH2:17][CH:18]1[CH2:23][CH2:22][N:21]([C:24]([O:26][C:27]([CH3:28])([CH3:30])[CH3:29])=[O:25])[CH2:20][CH2:19]1)[C:9]2=[O:15], predict the reactants needed to synthesize it. (3) Given the product [CH3:15][O:16][C:17](=[O:25])[C:18]1[CH:23]=[CH:22][CH:21]=[C:20]([NH:9][CH2:8][CH2:7][N:1]2[CH2:6][CH2:5][O:4][CH2:3][CH2:2]2)[CH:19]=1, predict the reactants needed to synthesize it. The reactants are: [N:1]1([CH2:7][CH2:8][NH2:9])[CH2:6][CH2:5][O:4][CH2:3][CH2:2]1.N1CCCC1.[CH3:15][O:16][C:17](=[O:25])[C:18]1[CH:23]=[CH:22][CH:21]=[C:20](Br)[CH:19]=1.COC(=O)C1C=CC(Br)=CC=1. (4) Given the product [C:1]([Cl:17])(=[O:14])[CH2:2][CH2:3][CH2:4][CH2:5][CH2:6][CH2:7][CH2:8][CH2:9][CH2:10][CH2:11][CH3:12], predict the reactants needed to synthesize it. The reactants are: [C:1]([OH:14])(=O)[CH2:2][CH2:3][CH2:4][CH2:5][CH2:6][CH2:7][CH2:8][CH2:9][CH2:10][CH2:11][CH3:12].S(Cl)([Cl:17])=O.Cl.S(=O)=O. (5) Given the product [F:1][C:2]1[CH:3]=[CH:4][C:5]([N:8]2[C:11](=[O:12])[C@H:10]([S:13][CH2:14][CH:15]([C:17]3[CH:18]=[CH:19][C:20]([F:23])=[CH:21][CH:22]=3)[OH:16])[C@H:9]2[C:24]2[CH:39]=[CH:38][C:27]([O:28][CH2:29][C:30]([NH:32][C@@H:33]([C:35]([OH:37])=[O:36])[CH3:34])=[O:31])=[CH:26][CH:25]=2)=[CH:6][CH:7]=1, predict the reactants needed to synthesize it. The reactants are: [F:1][C:2]1[CH:7]=[CH:6][C:5]([N:8]2[C:11](=[O:12])[C@H:10]([S:13][CH2:14][C:15]([C:17]3[CH:22]=[CH:21][C:20]([F:23])=[CH:19][CH:18]=3)=[O:16])[C@H:9]2[C:24]2[CH:39]=[CH:38][C:27]([O:28][CH2:29][C:30]([NH:32][C@@H:33]([C:35]([OH:37])=[O:36])[CH3:34])=[O:31])=[CH:26][CH:25]=2)=[CH:4][CH:3]=1.[BH4-].[Na+].C([O-])(=O)C.[NH4+].O. (6) Given the product [I:15][C:16]1[CH:21]=[CH:20][C:19]([O:22][CH:43]([C:36]2[CH:37]=[CH:38][C:39]([C:9]([O:11][CH3:12])=[O:10])=[CH:40][CH:41]=2)[CH2:44][CH2:45][CH3:46])=[CH:18][CH:17]=1, predict the reactants needed to synthesize it. The reactants are: N([C:9]([O:11][CH:12](C)C)=[O:10])=N[C:9]([O:11][CH:12](C)C)=[O:10].[I:15][C:16]1[CH:21]=[CH:20][C:19]([OH:22])=[CH:18][CH:17]=1.[C:36]1(P([C:36]2[CH:41]=[CH:40][CH:39]=[CH:38][CH:37]=2)[C:36]2[CH:41]=[CH:40][CH:39]=[CH:38][CH:37]=2)[CH:41]=[CH:40][CH:39]=[CH:38][CH:37]=1.O1[CH2:46][CH2:45][CH2:44][CH2:43]1. (7) Given the product [F:1][C:2]1[CH:3]=[C:4]([C:9]2([CH3:10])[NH:19][C:12](=[O:21])[NH:13][C:15]2=[O:18])[CH:5]=[C:6]([F:8])[CH:7]=1, predict the reactants needed to synthesize it. The reactants are: [F:1][C:2]1[CH:3]=[C:4]([C:9](=O)[CH3:10])[CH:5]=[C:6]([F:8])[CH:7]=1.[C-:12]#[N:13].[Na+].[C:15](=[O:18])([O-])[O-].[NH4+:19].[NH4+].[OH2:21].